This data is from Reaction yield outcomes from USPTO patents with 853,638 reactions. The task is: Predict the reaction yield, written as a fraction of the theoretical maximum amount of product (1.0 means a 100% yield; for example, 0.34 means a 34% yield). (1) The reactants are [NH2:1][C:2]([CH3:8])([CH3:7])[C:3]([CH3:6])([OH:5])[CH3:4].[Cl:9][C:10]1[C:17]([C:18]#[C:19][Si](C)(C)C)=[C:16](F)[CH:15]=[CH:14][C:11]=1[C:12]#[N:13].C([O-])([O-])=O.[K+].[K+].CN1C(=O)CCC1. The catalyst is O.CCOC(C)=O. The product is [Cl:9][C:10]1[C:11]([C:12]#[N:13])=[CH:14][CH:15]=[C:16]2[C:17]=1[CH:18]=[CH:19][N:1]2[C:2]([CH3:8])([C:3]([OH:5])([CH3:6])[CH3:4])[CH3:7]. The yield is 0.0500. (2) The reactants are [Cl:1][C:2]1[CH:7]=[CH:6][CH:5]=[C:4]([Cl:8])[C:3]=1[C:9]1[C:13]([CH2:14][O:15][C:16]2[CH:21]=[CH:20][C:19]([C:22]3[NH:26][C:25]4[CH:27]=[CH:28][CH:29]=[C:30]([C:31]([O:33]C)=[O:32])[C:24]=4[N:23]=3)=[CH:18][CH:17]=2)=[C:12]([CH:35]([CH3:37])[CH3:36])[O:11][N:10]=1.[OH-].[Li+].O1CCOCC1. The catalyst is O1CCCC1. The product is [Cl:8][C:4]1[CH:5]=[CH:6][CH:7]=[C:2]([Cl:1])[C:3]=1[C:9]1[C:13]([CH2:14][O:15][C:16]2[CH:17]=[CH:18][C:19]([C:22]3[NH:26][C:25]4[CH:27]=[CH:28][CH:29]=[C:30]([C:31]([OH:33])=[O:32])[C:24]=4[N:23]=3)=[CH:20][CH:21]=2)=[C:12]([CH:35]([CH3:37])[CH3:36])[O:11][N:10]=1. The yield is 0.0700. (3) The reactants are [SH:1][C:2]1[NH:10][C:9]2[C:4](=[N:5][CH:6]=[N:7][C:8]=2[NH2:11])[N:3]=1.CC1C=CC2C=CC3C=CC(C)=NC=3C=2N=1.O.O(C(C)(C)C)[Na].[Cl:35][C:36]1[CH:41]=[CH:40][C:39](I)=[C:38]([N+:43]([O-:45])=[O:44])[CH:37]=1. The catalyst is [Cu]I.CN(C=O)C. The product is [Cl:35][C:36]1[CH:41]=[CH:40][C:39]([S:1][C:2]2[NH:3][C:4]3[C:9]([N:10]=2)=[C:8]([NH2:11])[N:7]=[CH:6][N:5]=3)=[C:38]([N+:43]([O-:45])=[O:44])[CH:37]=1. The yield is 0.850. (4) The catalyst is CO. The yield is 0.350. The product is [CH:31]1([CH2:30][O:29][C:21]2[CH:20]=[C:19]([C:18]3[N:13]4[N:12]=[C:11]([C:8]5[CH:9]=[CH:10][C:5]([C:3]([OH:4])=[O:2])=[N:6][CH:7]=5)[N:34]=[C:14]4[N:15]=[CH:16][CH:17]=3)[CH:24]=[CH:23][C:22]=2[O:25][CH:26]([F:27])[F:28])[CH2:33][CH2:32]1. The reactants are C[O:2][C:3]([C:5]1[CH:10]=[CH:9][C:8]([C:11]2[N:34]=[C:14]3[N:15]=[CH:16][CH:17]=[C:18]([C:19]4[CH:24]=[CH:23][C:22]([O:25][CH:26]([F:28])[F:27])=[C:21]([O:29][CH2:30][CH:31]5[CH2:33][CH2:32]5)[CH:20]=4)[N:13]3[N:12]=2)=[CH:7][N:6]=1)=[O:4].[Li+].[OH-].Cl. (5) The reactants are [C:9](O[C:9]([O:11][C:12]([CH3:15])([CH3:14])[CH3:13])=[O:10])([O:11][C:12]([CH3:15])([CH3:14])[CH3:13])=[O:10].[CH:16]1[C:21]([CH2:22][CH:23]([NH2:26])[CH2:24][OH:25])=[CH:20][C:19]([F:27])=[C:18]([F:28])[CH:17]=1. The catalyst is C(Cl)(Cl)Cl. The product is [C:12]([O:11][C:9](=[O:10])[NH:26][CH:23]([CH2:22][C:21]1[CH:16]=[CH:17][C:18]([F:28])=[C:19]([F:27])[CH:20]=1)[CH2:24][OH:25])([CH3:13])([CH3:14])[CH3:15]. The yield is 0.990.